Dataset: Merck oncology drug combination screen with 23,052 pairs across 39 cell lines. Task: Regression. Given two drug SMILES strings and cell line genomic features, predict the synergy score measuring deviation from expected non-interaction effect. (1) Drug 1: CC1CC2C3CCC4=CC(=O)C=CC4(C)C3(F)C(O)CC2(C)C1(O)C(=O)CO. Drug 2: COC1=C2CC(C)CC(OC)C(O)C(C)C=C(C)C(OC(N)=O)C(OC)C=CC=C(C)C(=O)NC(=CC1=O)C2=O. Cell line: SKMES1. Synergy scores: synergy=5.75. (2) Cell line: T47D. Drug 2: CC(C)CC(NC(=O)C(Cc1ccccc1)NC(=O)c1cnccn1)B(O)O. Drug 1: O=S1(=O)NC2(CN1CC(F)(F)F)C1CCC2Cc2cc(C=CCN3CCC(C(F)(F)F)CC3)ccc2C1. Synergy scores: synergy=0.235. (3) Drug 1: CN(C)C(=N)N=C(N)N. Drug 2: C=CCn1c(=O)c2cnc(Nc3ccc(N4CCN(C)CC4)cc3)nc2n1-c1cccc(C(C)(C)O)n1. Cell line: EFM192B. Synergy scores: synergy=-9.76. (4) Drug 1: COC1CC2CCC(C)C(O)(O2)C(=O)C(=O)N2CCCCC2C(=O)OC(C(C)CC2CCC(OP(C)(C)=O)C(OC)C2)CC(=O)C(C)C=C(C)C(O)C(OC)C(=O)C(C)CC(C)C=CC=CC=C1C. Drug 2: CCc1c2c(nc3ccc(O)cc13)-c1cc3c(c(=O)n1C2)COC(=O)C3(O)CC. Cell line: NCIH460. Synergy scores: synergy=1.90. (5) Drug 1: O=c1[nH]cc(F)c(=O)[nH]1. Drug 2: CC(C)CC(NC(=O)C(Cc1ccccc1)NC(=O)c1cnccn1)B(O)O. Cell line: COLO320DM. Synergy scores: synergy=-11.0. (6) Drug 1: Cc1nc(Nc2ncc(C(=O)Nc3c(C)cccc3Cl)s2)cc(N2CCN(CCO)CC2)n1. Drug 2: CCc1cnn2c(NCc3ccc[n+]([O-])c3)cc(N3CCCCC3CCO)nc12. Cell line: NCIH460. Synergy scores: synergy=27.5.